Dataset: Catalyst prediction with 721,799 reactions and 888 catalyst types from USPTO. Task: Predict which catalyst facilitates the given reaction. (1) Reactant: [CH3:1][C:2]1([CH3:28])[O:6][CH2:5][CH:4]([CH2:7][O:8][C:9]2[C:10]([C:19]3[CH:24]=[C:23]([O:25][CH3:26])[CH:22]=[CH:21][C:20]=3[F:27])=[N:11][CH:12]=[C:13]([CH:18]=2)[C:14](OC)=[O:15])[CH2:3]1.[BH4-].[Na+]. Product: [CH3:1][C:2]1([CH3:28])[O:6][CH2:5][CH:4]([CH2:7][O:8][C:9]2[CH:18]=[C:13]([CH2:14][OH:15])[CH:12]=[N:11][C:10]=2[C:19]2[CH:24]=[C:23]([O:25][CH3:26])[CH:22]=[CH:21][C:20]=2[F:27])[CH2:3]1. The catalyst class is: 5. (2) Reactant: [NH2:1][C:2]1[C:3]([C:8]([NH:10][C:11]2[CH:16]=[C:15]([NH:17][C:18](=[O:30])[C:19]3[CH:24]=[CH:23][CH:22]=[C:21]([C:25]([C:28]#[N:29])([CH3:27])[CH3:26])[CH:20]=3)[CH:14]=[CH:13][C:12]=2[CH3:31])=[O:9])=[N:4][CH:5]=[CH:6][N:7]=1.O=[CH:33][CH2:34][NH:35][C:36](=[O:42])[O:37][C:38]([CH3:41])([CH3:40])[CH3:39].[BH-](OC(C)=O)(OC(C)=O)OC(C)=O.[Na+]. Product: [C:28]([C:25]([C:21]1[CH:20]=[C:19]([CH:24]=[CH:23][CH:22]=1)[C:18]([NH:17][C:15]1[CH:14]=[CH:13][C:12]([CH3:31])=[C:11]([NH:10][C:8]([C:3]2[C:2]([NH:1][CH2:33][CH2:34][NH:35][C:36](=[O:42])[O:37][C:38]([CH3:41])([CH3:40])[CH3:39])=[N:7][CH:6]=[CH:5][N:4]=2)=[O:9])[CH:16]=1)=[O:30])([CH3:27])[CH3:26])#[N:29]. The catalyst class is: 1. (3) Reactant: [NH2:1][C:2]1[N:7]=[C:6]([Cl:8])[C:5]([C:9]#[N:10])=[C:4]([S:11]([CH3:13])=O)[N:3]=1.SC[CH2:16][C:17]1[CH:22]=[CH:21][CH:20]=[CH:19][N:18]=1.C1CCN2C(=NCCC2)CC1.O. Product: [NH2:1][C:2]1[N:7]=[C:6]([Cl:8])[C:5]([C:9]#[N:10])=[C:4]([S:11][CH2:13][CH2:16][C:17]2[CH:22]=[CH:21][CH:20]=[CH:19][N:18]=2)[N:3]=1. The catalyst class is: 57. (4) Reactant: [Si:1]([O:8][CH2:9][C:10]1[N:11]([CH3:27])[C:12]2[C:17]([CH:18]=1)=[CH:16][C:15]([CH:19]([OH:24])[CH2:20][CH2:21][CH:22]=[CH2:23])=[C:14](C=C)[CH:13]=2)([C:4]([CH3:7])([CH3:6])[CH3:5])([CH3:3])[CH3:2].C[N+]1([O-])CCOCC1. Product: [Si:1]([O:8][CH2:9][C:10]1[N:11]([CH3:27])[C:12]2[C:17]([CH:18]=1)=[CH:16][C:15]1[C:19](=[O:24])[CH2:20][CH2:21][CH:22]=[CH:23][C:14]=1[CH:13]=2)([C:4]([CH3:5])([CH3:6])[CH3:7])([CH3:3])[CH3:2]. The catalyst class is: 862. (5) Reactant: [CH2:1]([O:8][C:9]1[C:10]([CH2:17]O)=[N:11][C:12]([O:15][CH3:16])=[CH:13][CH:14]=1)[C:2]1[CH:7]=[CH:6][CH:5]=[CH:4][CH:3]=1.CN(C)C.O=S(Cl)[Cl:25]. Product: [CH2:1]([O:8][C:9]1[C:10]([CH2:17][Cl:25])=[N:11][C:12]([O:15][CH3:16])=[CH:13][CH:14]=1)[C:2]1[CH:7]=[CH:6][CH:5]=[CH:4][CH:3]=1. The catalyst class is: 2.